This data is from Catalyst prediction with 721,799 reactions and 888 catalyst types from USPTO. The task is: Predict which catalyst facilitates the given reaction. (1) Reactant: [H-].[Na+].[Cl:3][C:4]1[CH:5]=[C:6]2[C:10](=[CH:11][C:12]=1[N+:13]([O-:15])=[O:14])[C:9](=[O:16])[NH:8][C:7]2=[O:17].I[CH:19]([CH3:21])[CH3:20].O. Product: [Cl:3][C:4]1[CH:5]=[C:6]2[C:10](=[CH:11][C:12]=1[N+:13]([O-:15])=[O:14])[C:9](=[O:16])[N:8]([CH:19]([CH3:21])[CH3:20])[C:7]2=[O:17]. The catalyst class is: 3. (2) Reactant: [CH3:1][C@H:2]1[O:7][C@@H:6]([CH3:8])[CH2:5][N:4]([CH2:9][C:10]2[S:11][CH:12]=[C:13]([C:15]([NH:17][C:18]3[CH:26]=[C:25]([C:27]4[CH:28]=[C:29]5[CH:35]=[N:34][N:33](S(C6C=CC=CC=6)(=O)=O)[C:30]5=[N:31][CH:32]=4)[CH:24]=[C:23]4[C:19]=3[CH:20]=[N:21][N:22]4S(C3C=CC=CC=3)(=O)=O)=[O:16])[N:14]=2)[CH2:3]1.[OH-:54].[Na+].Cl. Product: [CH:15]([OH:16])=[O:54].[CH3:8][C@H:6]1[O:7][C@@H:2]([CH3:1])[CH2:3][N:4]([CH2:9][C:10]2[S:11][CH:12]=[C:13]([C:15]([NH:17][C:18]3[CH:26]=[C:25]([C:27]4[CH:28]=[C:29]5[CH:35]=[N:34][NH:33][C:30]5=[N:31][CH:32]=4)[CH:24]=[C:23]4[C:19]=3[CH:20]=[N:21][NH:22]4)=[O:16])[N:14]=2)[CH2:5]1. The catalyst class is: 32. (3) Reactant: [CH3:1][O:2][C:3]([CH:5]1[C:14]2[C:9](=[CH:10][C:11]([OH:15])=[CH:12][CH:13]=2)[CH2:8][CH2:7][N:6]1[CH2:16][C:17]1[CH:22]=[CH:21][C:20]([C@@H:23]([NH:25][C:26](=[O:28])[CH3:27])[CH3:24])=[CH:19][CH:18]=1)=[O:4].Br[CH2:30][CH:31]1[CH2:33][CH2:32]1.C([O-])([O-])=O.[K+].[K+]. Product: [CH3:1][O:2][C:3]([CH:5]1[C:14]2[C:9](=[CH:10][C:11]([O:15][CH2:30][CH:31]3[CH2:33][CH2:32]3)=[CH:12][CH:13]=2)[CH2:8][CH2:7][N:6]1[CH2:16][C:17]1[CH:18]=[CH:19][C:20]([C@@H:23]([NH:25][C:26](=[O:28])[CH3:27])[CH3:24])=[CH:21][CH:22]=1)=[O:4]. The catalyst class is: 18. (4) Reactant: [O:1]=[O+][O-].[N+:4]([C:7]1[CH:15]=[CH:14][CH:13]=[C:12]2[C:8]=1[C:9]([CH:23]=C)=[N:10][N:11]2[C:16]([O:18][C:19]([CH3:22])([CH3:21])[CH3:20])=[O:17])([O-:6])=[O:5].C1(P(C2C=CC=CC=2)C2C=CC=CC=2)C=CC=CC=1. Product: [CH:23]([C:9]1[C:8]2[C:12](=[CH:13][CH:14]=[CH:15][C:7]=2[N+:4]([O-:6])=[O:5])[N:11]([C:16]([O:18][C:19]([CH3:22])([CH3:21])[CH3:20])=[O:17])[N:10]=1)=[O:1]. The catalyst class is: 2. (5) Reactant: [CH3:1][O:2][C:3]1[CH:11]=[C:10]([CH3:12])[CH:9]=[CH:8][C:4]=1[C:5]([NH2:7])=O.B.O1CCCC1.Cl.O. Product: [CH3:1][O:2][C:3]1[CH:11]=[C:10]([CH3:12])[CH:9]=[CH:8][C:4]=1[CH2:5][NH2:7]. The catalyst class is: 1. (6) Reactant: [NH2:1][C:2]1[N:11]=[C:10]([NH:12][C@H:13]2[CH2:18][CH2:17][CH2:16][CH2:15][C@H:14]2[NH2:19])[C:9]2[C:4](=[CH:5][CH:6]=[C:7]([CH3:20])[CH:8]=2)[N:3]=1.[C:21]([O:25][C:26]([NH:28][C:29](N1C=CC=N1)=[N:30][C:31]([O:33][C:34]([CH3:37])([CH3:36])[CH3:35])=[O:32])=[O:27])([CH3:24])([CH3:23])[CH3:22].O. Product: [C:34]([O:33][C:31]([NH:30][C:29]([NH:19][C@@H:14]1[CH2:15][CH2:16][CH2:17][CH2:18][C@@H:13]1[NH:12][C:10]1[C:9]2[C:4](=[CH:5][CH:6]=[C:7]([CH3:20])[CH:8]=2)[N:3]=[C:2]([NH2:1])[N:11]=1)=[N:28][C:26]([O:25][C:21]([CH3:24])([CH3:23])[CH3:22])=[O:27])=[O:32])([CH3:37])([CH3:36])[CH3:35]. The catalyst class is: 2.